This data is from Full USPTO retrosynthesis dataset with 1.9M reactions from patents (1976-2016). The task is: Predict the reactants needed to synthesize the given product. (1) Given the product [C:1]([O:5][C:6]([NH:8][C@H:9]1[CH2:14][CH2:13][C@H:12]([N:15]([CH2:28][CH3:29])[C:16]2[C:17]([CH3:27])=[C:18]([CH:23]=[C:24]([Cl:26])[CH:25]=2)[C:19]([O:21][CH3:22])=[O:20])[CH2:11][CH2:10]1)=[O:7])([CH3:4])([CH3:3])[CH3:2], predict the reactants needed to synthesize it. The reactants are: [C:1]([O:5][C:6]([NH:8][C@H:9]1[CH2:14][CH2:13][C@H:12]([NH:15][C:16]2[C:17]([CH3:27])=[C:18]([CH:23]=[C:24]([Cl:26])[CH:25]=2)[C:19]([O:21][CH3:22])=[O:20])[CH2:11][CH2:10]1)=[O:7])([CH3:4])([CH3:3])[CH3:2].[CH:28](=O)[CH3:29].C(O[BH-](OC(=O)C)OC(=O)C)(=O)C.[Na+].C([O-])(O)=O.[Na+]. (2) Given the product [CH3:1][O:2][C:3]([C:4]1[CH:9]=[C:8]([Cl:10])[CH:7]=[C:6]2[C:5]=1[NH:11][CH:12]([C:13]1[CH:18]=[CH:17][CH:16]=[C:15]([Br:19])[CH:14]=1)[C:48]([CH3:50])([CH3:49])[CH:47]2[OH:51])=[O:20], predict the reactants needed to synthesize it. The reactants are: [CH3:1][O:2][C:3](=[O:20])[C:4]1[CH:9]=[C:8]([Cl:10])[CH:7]=[CH:6][C:5]=1[N:11]=[CH:12][C:13]1[CH:18]=[CH:17][CH:16]=[C:15]([Br:19])[CH:14]=1.O.[O-]S(C(F)(F)F)(=O)=O.[Yb+3].[O-]S(C(F)(F)F)(=O)=O.[O-]S(C(F)(F)F)(=O)=O.[CH:47](=[O:51])[CH:48]([CH3:50])[CH3:49].O. (3) Given the product [Br:8][C:5]1[CH:6]=[CH:7][C:2]([S:10][CH3:9])=[N:3][CH:4]=1, predict the reactants needed to synthesize it. The reactants are: Br[C:2]1[CH:7]=[CH:6][C:5]([Br:8])=[CH:4][N:3]=1.[CH3:9][S-:10].[Na+].O. (4) Given the product [Cl:10][C:5]1[CH:4]=[CH:3][C:2]([CH:19]=[O:20])=[CH:7][C:6]=1[O:8][CH3:9], predict the reactants needed to synthesize it. The reactants are: Br[C:2]1[CH:3]=[CH:4][C:5]([Cl:10])=[C:6]([O:8][CH3:9])[CH:7]=1.C([Li])CCC.CN([CH:19]=[O:20])C.C(=O)(O)[O-].[Na+]. (5) Given the product [NH:25]1[CH2:26][CH2:27][CH2:28][CH2:29][C@@H:24]1[C:22]([NH:21][C@H:19]([C:16]1[CH:15]=[CH:14][C:13]([C:11]([O:10][CH3:9])=[O:12])=[CH:18][CH:17]=1)[CH3:20])=[O:23], predict the reactants needed to synthesize it. The reactants are: C(=O)(OC(C)(C)C)N.[CH3:9][O:10][C:11]([C:13]1[CH:18]=[CH:17][C:16]([C@@H:19]([NH:21][C:22]([C@H:24]2[CH2:29][CH2:28][CH2:27][CH2:26][N:25]2C(OC(C)(C)C)=O)=[O:23])[CH3:20])=[CH:15][CH:14]=1)=[O:12]. (6) Given the product [CH3:1][O:2][CH2:3][CH2:4][O:5][C:6]1[N:7]=[CH:8][C:9]([C:23]2[C:24]3[CH:31]=[C:30]([CH2:32][O:33][C:34]4[CH:35]=[CH:36][C:37]([C@@H:40]([C:47]#[C:48][CH3:49])[CH2:41][C:42]([O:44][CH2:45][CH3:46])=[O:43])=[CH:38][CH:39]=4)[CH:29]=[CH:28][C:25]=3[S:26][CH:27]=2)=[C:10]([CH3:12])[CH:11]=1, predict the reactants needed to synthesize it. The reactants are: [CH3:1][O:2][CH2:3][CH2:4][O:5][C:6]1[CH:11]=[C:10]([CH3:12])[C:9](B2OC(C)(C)C(C)(C)O2)=[CH:8][N:7]=1.Br[C:23]1[C:24]2[CH:31]=[C:30]([CH2:32][O:33][C:34]3[CH:39]=[CH:38][C:37]([C@@H:40]([C:47]#[C:48][CH3:49])[CH2:41][C:42]([O:44][CH2:45][CH3:46])=[O:43])=[CH:36][CH:35]=3)[CH:29]=[CH:28][C:25]=2[S:26][CH:27]=1.C([O-])([O-])=O.[Cs+].[Cs+]. (7) Given the product [CH:1]1([N:6]([CH3:22])[C:7]2[C:8]([CH3:21])=[C:9]([CH:14]=[C:15]([C:17]([F:18])([F:19])[F:20])[CH:16]=2)[C:10]([O:12][CH3:13])=[O:11])[CH2:2][CH2:3][CH2:4][CH2:5]1, predict the reactants needed to synthesize it. The reactants are: [CH:1]1([NH:6][C:7]2[C:8]([CH3:21])=[C:9]([CH:14]=[C:15]([C:17]([F:20])([F:19])[F:18])[CH:16]=2)[C:10]([O:12][CH3:13])=[O:11])[CH2:5][CH2:4][CH2:3][CH2:2]1.[C:22](=O)([O-])[O-].[Cs+].[Cs+].CI.